Task: Regression. Given two drug SMILES strings and cell line genomic features, predict the synergy score measuring deviation from expected non-interaction effect.. Dataset: NCI-60 drug combinations with 297,098 pairs across 59 cell lines (1) Drug 1: CN1CCC(CC1)COC2=C(C=C3C(=C2)N=CN=C3NC4=C(C=C(C=C4)Br)F)OC. Drug 2: CCN(CC)CCNC(=O)C1=C(NC(=C1C)C=C2C3=C(C=CC(=C3)F)NC2=O)C. Cell line: K-562. Synergy scores: CSS=36.2, Synergy_ZIP=1.48, Synergy_Bliss=1.12, Synergy_Loewe=-19.7, Synergy_HSA=-0.0591. (2) Drug 1: C(=O)(N)NO. Drug 2: CCCCCOC(=O)NC1=NC(=O)N(C=C1F)C2C(C(C(O2)C)O)O. Cell line: MALME-3M. Synergy scores: CSS=1.06, Synergy_ZIP=0.841, Synergy_Bliss=1.05, Synergy_Loewe=1.57, Synergy_HSA=-1.89. (3) Drug 1: C1CCC(CC1)NC(=O)N(CCCl)N=O. Drug 2: C1=NC2=C(N=C(N=C2N1C3C(C(C(O3)CO)O)F)Cl)N. Cell line: NCI-H460. Synergy scores: CSS=30.0, Synergy_ZIP=-7.48, Synergy_Bliss=-0.891, Synergy_Loewe=-13.9, Synergy_HSA=-0.479. (4) Drug 1: CC1OCC2C(O1)C(C(C(O2)OC3C4COC(=O)C4C(C5=CC6=C(C=C35)OCO6)C7=CC(=C(C(=C7)OC)O)OC)O)O. Drug 2: CCC1(CC2CC(C3=C(CCN(C2)C1)C4=CC=CC=C4N3)(C5=C(C=C6C(=C5)C78CCN9C7C(C=CC9)(C(C(C8N6C=O)(C(=O)OC)O)OC(=O)C)CC)OC)C(=O)OC)O.OS(=O)(=O)O. Cell line: SW-620. Synergy scores: CSS=36.4, Synergy_ZIP=-1.88, Synergy_Bliss=0.973, Synergy_Loewe=2.36, Synergy_HSA=4.64. (5) Synergy scores: CSS=59.3, Synergy_ZIP=30.4, Synergy_Bliss=29.6, Synergy_Loewe=29.9, Synergy_HSA=28.5. Cell line: HL-60(TB). Drug 2: CC1=C2C(C(=O)C3(C(CC4C(C3C(C(C2(C)C)(CC1OC(=O)C(C(C5=CC=CC=C5)NC(=O)OC(C)(C)C)O)O)OC(=O)C6=CC=CC=C6)(CO4)OC(=O)C)O)C)O. Drug 1: CCC(=C(C1=CC=CC=C1)C2=CC=C(C=C2)OCCN(C)C)C3=CC=CC=C3.C(C(=O)O)C(CC(=O)O)(C(=O)O)O. (6) Drug 1: CC1=C(C=C(C=C1)C(=O)NC2=CC(=CC(=C2)C(F)(F)F)N3C=C(N=C3)C)NC4=NC=CC(=N4)C5=CN=CC=C5. Drug 2: CC1=C(C(=O)C2=C(C1=O)N3CC4C(C3(C2COC(=O)N)OC)N4)N. Cell line: A549. Synergy scores: CSS=22.3, Synergy_ZIP=-0.907, Synergy_Bliss=-4.31, Synergy_Loewe=-31.5, Synergy_HSA=-8.48. (7) Drug 1: CCC(=C(C1=CC=CC=C1)C2=CC=C(C=C2)OCCN(C)C)C3=CC=CC=C3.C(C(=O)O)C(CC(=O)O)(C(=O)O)O. Drug 2: CNC(=O)C1=NC=CC(=C1)OC2=CC=C(C=C2)NC(=O)NC3=CC(=C(C=C3)Cl)C(F)(F)F. Cell line: RXF 393. Synergy scores: CSS=1.62, Synergy_ZIP=0.631, Synergy_Bliss=1.55, Synergy_Loewe=-0.666, Synergy_HSA=0.0329. (8) Drug 1: C1=C(C(=O)NC(=O)N1)N(CCCl)CCCl. Drug 2: C(CCl)NC(=O)N(CCCl)N=O. Cell line: MOLT-4. Synergy scores: CSS=39.9, Synergy_ZIP=-7.02, Synergy_Bliss=-11.5, Synergy_Loewe=-21.8, Synergy_HSA=-10.2. (9) Drug 1: C1CN1P(=S)(N2CC2)N3CC3. Drug 2: C1C(C(OC1N2C=NC3=C(N=C(N=C32)Cl)N)CO)O. Cell line: DU-145. Synergy scores: CSS=62.7, Synergy_ZIP=-9.76, Synergy_Bliss=-7.33, Synergy_Loewe=-4.33, Synergy_HSA=-1.21.